From a dataset of Forward reaction prediction with 1.9M reactions from USPTO patents (1976-2016). Predict the product of the given reaction. (1) The product is: [Br:5][C:6]1[CH:7]=[C:8]2[C:12](=[CH:13][CH:14]=1)[CH:11]([Cl:3])[CH2:10][CH2:9]2. Given the reactants S(Cl)([Cl:3])=O.[Br:5][C:6]1[CH:7]=[C:8]2[C:12](=[CH:13][CH:14]=1)[CH:11](O)[CH2:10][CH2:9]2.C(=O)([O-])O.[Na+], predict the reaction product. (2) Given the reactants [CH3:1][C:2]1([CH3:25])[C:22]2[C:9](=[CH:10][C:11]3[C:12](=O)[C:13]4[CH:14]=[CH:15][CH:16]=[CH:17][C:18]=4[C:19](=O)[C:20]=3[CH:21]=2)[C:8]2[C:3]1=[CH:4][CH:5]=[CH:6][CH:7]=2.I.II, predict the reaction product. The product is: [CH3:1][C:2]1([CH3:25])[C:22]2[C:9](=[CH:10][C:11]3[CH:12]=[C:13]4[C:18](=[CH:19][C:20]=3[CH:21]=2)[CH:17]=[CH:16][CH:15]=[CH:14]4)[C:8]2[C:3]1=[CH:4][CH:5]=[CH:6][CH:7]=2. (3) Given the reactants [NH2:1][C:2]1([C:15]([OH:17])=[O:16])[CH2:7][CH2:6][N:5]([C:8]([O:10][C:11]([CH3:14])([CH3:13])[CH3:12])=[O:9])[CH2:4][CH2:3]1.[CH2:18]([O:25][C:26](ON1C(=O)CCC1=O)=[O:27])[C:19]1[CH:24]=[CH:23][CH:22]=[CH:21][CH:20]=1, predict the reaction product. The product is: [CH3:14][C:11]([O:10][C:8]([N:5]1[CH2:6][CH2:7][C:2]([NH:1][C:26]([O:25][CH2:18][C:19]2[CH:24]=[CH:23][CH:22]=[CH:21][CH:20]=2)=[O:27])([C:15]([OH:17])=[O:16])[CH2:3][CH2:4]1)=[O:9])([CH3:12])[CH3:13]. (4) Given the reactants Br[CH2:2][C:3]1[C:12]([Cl:13])=[N:11][CH:10]=[CH:9][C:4]=1[C:5]([O:7]C)=O.Cl.[Cl:15][C:16]1[CH:17]=[C:18]([CH2:28][NH2:29])[CH:19]=[N:20][C:21]=1[O:22][CH2:23][C:24]([F:27])([F:26])[F:25], predict the reaction product. The product is: [Cl:13][C:12]1[C:3]2[CH2:2][N:29]([CH2:28][C:18]3[CH:19]=[N:20][C:21]([O:22][CH2:23][C:24]([F:26])([F:27])[F:25])=[C:16]([Cl:15])[CH:17]=3)[C:5](=[O:7])[C:4]=2[CH:9]=[CH:10][N:11]=1.